Dataset: Catalyst prediction with 721,799 reactions and 888 catalyst types from USPTO. Task: Predict which catalyst facilitates the given reaction. (1) Reactant: Cl[C:2]1[C:7]([CH:8]=[O:9])=[C:6]([Cl:10])[N:5]=[CH:4][N:3]=1.P([O-])([O-])([O-])=O.[K+].[K+].[K+].Cl.[CH3:20][O:21][C:22]1[CH:36]=[CH:35][C:25]([CH2:26][NH:27][CH2:28][CH2:29][CH2:30][C:31]([O:33][CH3:34])=[O:32])=[CH:24][CH:23]=1. Product: [Cl:10][C:6]1[N:5]=[CH:4][N:3]=[C:2]([N:27]([CH2:26][C:25]2[CH:24]=[CH:23][C:22]([O:21][CH3:20])=[CH:36][CH:35]=2)[CH2:28][CH2:29][CH2:30][C:31]([O:33][CH3:34])=[O:32])[C:7]=1[CH:8]=[O:9]. The catalyst class is: 10. (2) The catalyst class is: 1. Reactant: [C:1]([CH2:3]P(=O)(OCC)OCC)#[N:2].[Li+].[Br-].[C:14]([O:18][C:19]([N:21]1[CH2:26][CH2:25][C:24](=O)[CH:23]([F:28])[CH2:22]1)=[O:20])([CH3:17])([CH3:16])[CH3:15].O. Product: [C:1]([CH:3]=[C:24]1[CH2:25][CH2:26][N:21]([C:19]([O:18][C:14]([CH3:17])([CH3:16])[CH3:15])=[O:20])[CH2:22][CH:23]1[F:28])#[N:2]. (3) Reactant: [OH:1][B:2]1[C:6]2[CH:7]=[C:8]([NH:11][S:12]([C:15]3[N:20]=[CH:19][C:18]([NH:21]C(=O)OCC4C=CC=CC=4)=[CH:17][C:16]=3[NH:32][C:33]3[CH:38]=[CH:37][C:36]([N+:39]([O-])=O)=[CH:35][N:34]=3)(=[O:14])=[O:13])[CH:9]=[CH:10][C:5]=2[CH2:4][O:3]1. Product: [NH2:21][C:18]1[CH:17]=[C:16]([NH:32][C:33]2[CH:38]=[CH:37][C:36]([NH2:39])=[CH:35][N:34]=2)[C:15]([S:12]([NH:11][C:8]2[CH:9]=[CH:10][C:5]3[CH2:4][O:3][B:2]([OH:1])[C:6]=3[CH:7]=2)(=[O:14])=[O:13])=[N:20][CH:19]=1. The catalyst class is: 129. (4) Reactant: F[C:2]1[CH:3]=[C:4]2[C:8](=[CH:9][C:10]=1OC)[NH:7][CH:6]=[C:5]2CCO.O1C=CCC1.Cl.FC1C=CC(NN)=CC=1OC.S(=O)(=O)(O)O. Product: [NH:7]1[C:8]2[C:4](=[CH:3][CH:2]=[CH:10][CH:9]=2)[CH:5]=[CH:6]1. The catalyst class is: 10. (5) Reactant: CCN=C=NCCCN(C)C.Cl.[Cl:13][C:14]1[CH:15]=[C:16]([N:21]2[C:25](=[O:26])[N:24]3[CH2:27][CH:28]([OH:30])[CH2:29][N:23]3[C:22]2=[O:31])[CH:17]=[C:18]([Cl:20])[CH:19]=1.[Br:32][C:33]1[CH:41]=[CH:40][C:36]([C:37](O)=[O:38])=[CH:35][CH:34]=1. Product: [Cl:20][C:18]1[CH:17]=[C:16]([N:21]2[C:22](=[O:31])[N:23]3[CH2:29][CH:28]([O:30][C:37](=[O:38])[C:36]4[CH:40]=[CH:41][C:33]([Br:32])=[CH:34][CH:35]=4)[CH2:27][N:24]3[C:25]2=[O:26])[CH:15]=[C:14]([Cl:13])[CH:19]=1. The catalyst class is: 79. (6) Reactant: [CH2:1]([CH:8]1[CH2:13][CH:12]([C:14]2[CH:15]=[CH:16][C:17]3[O:28][CH2:27][C:20]4=[N:21][NH:22][C:23](=[O:26])[CH:24]([CH3:25])[N:19]4[C:18]=3[CH:29]=2)[CH2:11][CH2:10][N:9]1C(OC(C)(C)C)=O)[C:2]1[CH:7]=[CH:6][CH:5]=[CH:4][CH:3]=1.[C:37]([OH:43])([C:39]([F:42])([F:41])[F:40])=[O:38]. Product: [F:40][C:39]([F:42])([F:41])[C:37]([OH:43])=[O:38].[CH2:1]([CH:8]1[CH2:13][CH:12]([C:14]2[CH:15]=[CH:16][C:17]3[O:28][CH2:27][C:20]4=[N:21][NH:22][C:23](=[O:26])[CH:24]([CH3:25])[N:19]4[C:18]=3[CH:29]=2)[CH2:11][CH2:10][NH:9]1)[C:2]1[CH:3]=[CH:4][CH:5]=[CH:6][CH:7]=1. The catalyst class is: 2. (7) Reactant: [CH:1]1([NH:5][C:6]([C@@H:8]2[CH2:12][CH2:11][CH2:10][N:9]2[C:13](=[O:34])[CH2:14][O:15][C:16]2[N:20]([C:21]3[CH:26]=[CH:25][CH:24]=[CH:23][CH:22]=3)[N:19]=[C:18]([C:27]([NH:29][CH2:30][C:31]([OH:33])=O)=[O:28])[CH:17]=2)=[O:7])[CH2:4][CH2:3][CH2:2]1.CCN(C(C)C)C(C)C.CN(C(ON1N=NC2C=CC=NC1=2)=[N+](C)C)C.F[P-](F)(F)(F)(F)F.[CH:68]1([O:72][C:73]([N:75]2[CH2:80][CH2:79][NH:78][CH2:77][CH2:76]2)=[O:74])[CH2:71][CH2:70][CH2:69]1. Product: [CH:68]1([O:72][C:73]([N:75]2[CH2:80][CH2:79][N:78]([C:31](=[O:33])[CH2:30][NH:29][C:27]([C:18]3[CH:17]=[C:16]([O:15][CH2:14][C:13]([N:9]4[CH2:10][CH2:11][CH2:12][C@H:8]4[C:6](=[O:7])[NH:5][CH:1]4[CH2:4][CH2:3][CH2:2]4)=[O:34])[N:20]([C:21]4[CH:22]=[CH:23][CH:24]=[CH:25][CH:26]=4)[N:19]=3)=[O:28])[CH2:77][CH2:76]2)=[O:74])[CH2:71][CH2:70][CH2:69]1. The catalyst class is: 174.